This data is from Reaction yield outcomes from USPTO patents with 853,638 reactions. The task is: Predict the reaction yield, written as a fraction of the theoretical maximum amount of product (1.0 means a 100% yield; for example, 0.34 means a 34% yield). (1) The reactants are C([Li])CCC.C(NC(C)C)(C)C.C[Si]([CH2:17][C:18]([O:20][CH2:21][CH3:22])=[O:19])(C)C.[Si:23]([O:30][C@H:31]1[C:36](=[CH2:37])[C@H:35]([CH2:38][O:39][Si:40]([C:43]([CH3:46])([CH3:45])[CH3:44])([CH3:42])[CH3:41])[CH2:34][C:33](=O)[CH2:32]1)([C:26]([CH3:29])([CH3:28])[CH3:27])([CH3:25])[CH3:24]. The catalyst is O1CCCC1. The product is [Si:23]([O:30][C@H:31]1[C:36](=[CH2:37])[C@H:35]([CH2:38][O:39][Si:40]([C:43]([CH3:46])([CH3:45])[CH3:44])([CH3:41])[CH3:42])[CH2:34]/[C:33](=[CH:17]\[C:18]([O:20][CH2:21][CH3:22])=[O:19])/[CH2:32]1)([C:26]([CH3:29])([CH3:28])[CH3:27])([CH3:25])[CH3:24]. The yield is 0.580. (2) The reactants are FC(F)(F)S(O[C:7]1[C:8]2[S:23](=[O:25])(=[O:24])[CH2:22][CH2:21][CH2:20][C:9]=2[N:10]=[C:11]([C:13]2[CH:18]=[CH:17][CH:16]=[C:15]([Cl:19])[CH:14]=2)[N:12]=1)(=O)=O.CC1(C)C(C)(C)OB([CH2:36][C:37]2[CH:42]=[CH:41][C:40]([CH2:43][C:44]([O:46][CH3:47])=[O:45])=[CH:39][CH:38]=2)O1. No catalyst specified. The product is [Cl:19][C:15]1[CH:14]=[C:13]([C:11]2[N:12]=[C:7]([CH2:36][C:37]3[CH:38]=[CH:39][C:40]([CH2:43][C:44]([O:46][CH3:47])=[O:45])=[CH:41][CH:42]=3)[C:8]3[S:23](=[O:25])(=[O:24])[CH2:22][CH2:21][CH2:20][C:9]=3[N:10]=2)[CH:18]=[CH:17][CH:16]=1. The yield is 0.220. (3) The reactants are N(C(N1[CH2:18][CH2:17][CH2:16][CH2:15][CH2:14]1)=O)=NC(N1[CH2:18][CH2:17][CH2:16][CH2:15][CH2:14]1)=O.[CH2:19](P(CCCC)CCCC)CCC.[C:32]([SiH2:36][O:37][C:38](C1C=CC=CC=1)(C1C=CC=CC=1)[C:39]1[CH:44]=[CH:43][C:42]([CH2:45][OH:46])=[CH:41][C:40]=1[CH3:47])([CH3:35])([CH3:34])[CH3:33].[CH2:60]([O:62][C:63](=[O:76])[CH2:64][CH:65]([C:69]1[CH:74]=[CH:73][C:72](O)=[CH:71][CH:70]=1)[C:66]#[C:67][CH3:68])[CH3:61].[CH3:77][CH2:78][CH2:79][CH2:80][CH2:81][CH3:82]. The catalyst is C1COCC1. The product is [Si:36]([O:37][CH2:38][C:39]1[CH:44]=[CH:43][C:42]([CH2:45][O:46][C:72]2[CH:73]=[CH:74][C:69]([C@@H:65]([C:66]#[C:67][CH3:68])[CH2:64][C:63]([O:62][CH2:60][CH3:61])=[O:76])=[CH:70][CH:71]=2)=[CH:41][C:40]=1[CH3:47])([C:32]([CH3:33])([CH3:34])[CH3:35])([C:14]1[CH:15]=[CH:16][CH:17]=[CH:18][CH:19]=1)[C:79]1[CH:78]=[CH:77][CH:82]=[CH:81][CH:80]=1. The yield is 0.830. (4) The reactants are N1C=CC=CC=1.[C:7]([O:11][C:12](=[O:36])[NH:13][CH2:14][CH2:15][O:16][C:17]1[CH:22]=[CH:21][CH:20]=[C:19]([C:23]([NH:25][C:26]2[C:27]([CH3:35])=[CH:28][N:29]3[C:34]=2[CH:33]=[CH:32][CH:31]=[CH:30]3)=[O:24])[CH:18]=1)([CH3:10])([CH3:9])[CH3:8].Cl[C:38]([C:40]1[CH:41]=[CH:42][C:43]([NH:56][C:57](=[O:62])[C:58]([F:61])([F:60])[F:59])=[C:44]([CH:55]=1)[C:45]([O:47][CH2:48][C:49]1[CH:54]=[CH:53][CH:52]=[CH:51][CH:50]=1)=[O:46])=[O:39]. The catalyst is ClCCl. The product is [C:7]([O:11][C:12]([NH:13][CH2:14][CH2:15][O:16][C:17]1[CH:18]=[C:19]([CH:20]=[CH:21][CH:22]=1)[C:23]([NH:25][C:26]1[C:27]([CH3:35])=[C:28]([C:38]([C:40]2[CH:41]=[CH:42][C:43]([NH:56][C:57](=[O:62])[C:58]([F:61])([F:59])[F:60])=[C:44]([CH:55]=2)[C:45]([O:47][CH2:48][C:49]2[CH:54]=[CH:53][CH:52]=[CH:51][CH:50]=2)=[O:46])=[O:39])[N:29]2[C:34]=1[CH:33]=[CH:32][CH:31]=[CH:30]2)=[O:24])=[O:36])([CH3:10])([CH3:9])[CH3:8]. The yield is 0.380.